Dataset: Full USPTO retrosynthesis dataset with 1.9M reactions from patents (1976-2016). Task: Predict the reactants needed to synthesize the given product. (1) The reactants are: [CH:1]([C@H:3]1[CH2:7][CH2:6][N:5]([C:8]([O:10][C:11]([CH3:14])([CH3:13])[CH3:12])=[O:9])[CH2:4]1)=[CH2:2].Br[C:16]1[CH:17]=[N:18][CH:19]=[C:20]([O:22][CH:23]2[CH2:28][CH2:27][O:26][CH2:25][CH2:24]2)[CH:21]=1.C1(P(C2CCCCC2)C2CCCCC2)CCCCC1.C(N(C(C)C)CC)(C)C. Given the product [O:26]1[CH2:27][CH2:28][CH:23]([O:22][C:20]2[CH:21]=[C:16](/[CH:2]=[CH:1]/[C@H:3]3[CH2:7][CH2:6][N:5]([C:8]([O:10][C:11]([CH3:14])([CH3:13])[CH3:12])=[O:9])[CH2:4]3)[CH:17]=[N:18][CH:19]=2)[CH2:24][CH2:25]1, predict the reactants needed to synthesize it. (2) Given the product [OH:4][CH2:3][CH:2]1[C:5]2([CH2:6][CH2:7]2)[NH:8][C:9](=[O:10])[O:15]1, predict the reactants needed to synthesize it. The reactants are: O[CH:2]([C:5]1([NH:8][C:9](=[O:15])[O:10]C(C)(C)C)[CH2:7][CH2:6]1)[CH2:3][OH:4].[H-].[Na+]. (3) The reactants are: [F:1][C:2]1[CH:7]=[C:6]([S:8]([CH3:11])(=[O:10])=[O:9])[CH:5]=[CH:4][C:3]=1[NH:12][CH:13]1[CH2:18][CH2:17][CH2:16][N:15]([CH:19]2[CH2:24][CH2:23][NH:22][CH2:21][CH2:20]2)[C:14]1=[O:25].Cl[C:27]1[N:32]=[CH:31][C:30]([CH2:33][CH3:34])=[CH:29][N:28]=1.CCN(C(C)C)C(C)C. Given the product [CH2:33]([C:30]1[CH:29]=[N:28][C:27]([N:22]2[CH2:21][CH2:20][CH:19]([N:15]3[CH2:16][CH2:17][CH2:18][CH:13]([NH:12][C:3]4[CH:4]=[CH:5][C:6]([S:8]([CH3:11])(=[O:10])=[O:9])=[CH:7][C:2]=4[F:1])[C:14]3=[O:25])[CH2:24][CH2:23]2)=[N:32][CH:31]=1)[CH3:34], predict the reactants needed to synthesize it. (4) Given the product [CH2:6]([O:13][C:14]1[CH:23]=[C:22]2[C:17]([C:18]([Cl:3])=[C:19]([N+:24]([O-:26])=[O:25])[CH:20]=[N:21]2)=[CH:16][CH:15]=1)[C:7]1[CH:12]=[CH:11][CH:10]=[CH:9][CH:8]=1, predict the reactants needed to synthesize it. The reactants are: P(Cl)(Cl)([Cl:3])=O.[CH2:6]([O:13][C:14]1[CH:23]=[C:22]2[C:17]([C:18](O)=[C:19]([N+:24]([O-:26])=[O:25])[CH:20]=[N:21]2)=[CH:16][CH:15]=1)[C:7]1[CH:12]=[CH:11][CH:10]=[CH:9][CH:8]=1.